Dataset: Forward reaction prediction with 1.9M reactions from USPTO patents (1976-2016). Task: Predict the product of the given reaction. (1) Given the reactants Cl.[N:2]1([CH2:7][C:8]([OH:10])=O)[CH:6]=[N:5][CH:4]=[N:3]1.[F:11][C:12]1[CH:38]=[CH:37][C:15]([O:16][C:17]2[CH:22]=[CH:21][C:20]([NH:23][C:24]([C@@H:26]3[CH2:30][C@@H:29]([C:31]4[CH:36]=[CH:35][CH:34]=[CH:33][CH:32]=4)[CH2:28][NH:27]3)=[O:25])=[CH:19][CH:18]=2)=[CH:14][CH:13]=1, predict the reaction product. The product is: [N:2]1([CH2:7][C:8]([N:27]2[CH2:28][C@H:29]([C:31]3[CH:36]=[CH:35][CH:34]=[CH:33][CH:32]=3)[CH2:30][C@H:26]2[C:24]([NH:23][C:20]2[CH:21]=[CH:22][C:17]([O:16][C:15]3[CH:14]=[CH:13][C:12]([F:11])=[CH:38][CH:37]=3)=[CH:18][CH:19]=2)=[O:25])=[O:10])[CH:6]=[N:5][CH:4]=[N:3]1. (2) Given the reactants Cl.C([NH:19][OH:20])(OCC1C2C(=CC=CC=2)C2C1=CC=CC=2)=O.CCN(C(C)C)C(C)C.[NH:30]([C:42]([O:44][CH2:45][CH:46]1[C:58]2[C:53](=[CH:54][CH:55]=[CH:56][CH:57]=2)[C:52]2[C:47]1=[CH:48][CH:49]=[CH:50][CH:51]=2)=[O:43])[C@H:31]([C:39](O)=[O:40])[CH2:32][C:33]1[CH:38]=[CH:37][CH:36]=[CH:35][CH:34]=1.CC(C)N=C=NC(C)C.C1C=CC2N(O)N=NC=2C=1, predict the reaction product. The product is: [NH:30]([C:42]([O:44][CH2:45][CH:46]1[C:58]2[C:53](=[CH:54][CH:55]=[CH:56][CH:57]=2)[C:52]2[C:47]1=[CH:48][CH:49]=[CH:50][CH:51]=2)=[O:43])[C@H:31]([C:39]([NH:19][OH:20])=[O:40])[CH2:32][C:33]1[CH:38]=[CH:37][CH:36]=[CH:35][CH:34]=1. (3) The product is: [C:1]([O:9][C:10]1[CH:15]=[CH:14][C:13]([NH:16][C:17](=[O:19])[CH3:18])=[C:12]([O:20][CH2:21][C@:22]2([CH3:25])[CH2:24][O:23]2)[CH:11]=1)(=[O:8])[C:2]1[CH:3]=[CH:4][CH:5]=[CH:6][CH:7]=1. Given the reactants [C:1]([O:9][C:10]1[CH:15]=[CH:14][C:13]([NH:16][C:17](=[O:19])[CH3:18])=[C:12]([OH:20])[CH:11]=1)(=[O:8])[C:2]1[CH:7]=[CH:6][CH:5]=[CH:4][CH:3]=1.[CH3:21][C@@:22]1([CH2:25]OS(C2C=CC=C([N+]([O-])=O)C=2)(=O)=O)[CH2:24][O:23]1.C([O-])([O-])=O.[Cs+].[Cs+], predict the reaction product. (4) The product is: [F:1][C:2]1[CH:3]=[CH:4][C:5]([C:6]([NH:8][CH2:9][C:10]2([C:36]([F:37])([F:38])[F:39])[C:15]3[CH:16]=[C:17]([N:20]4[CH2:24][CH2:23][CH2:22][C:21]4=[O:25])[CH:18]=[CH:19][C:14]=3[NH:13][C:12](=[O:35])[O:11]2)=[O:7])=[CH:40][CH:41]=1. Given the reactants [F:1][C:2]1[CH:41]=[CH:40][C:5]([C:6]([NH:8][CH2:9][C:10]2([C:36]([F:39])([F:38])[F:37])[C:15]3[CH:16]=[C:17]([N:20]4[CH2:24][CH2:23][CH2:22][C:21]4=[O:25])[CH:18]=[CH:19][C:14]=3[N:13](CC3C=CC(OC)=CC=3)[C:12](=[O:35])[O:11]2)=[O:7])=[CH:4][CH:3]=1.[Cl-].[Cl-].[Cl-].[Al+3].O, predict the reaction product. (5) Given the reactants [Br:1][C:2]1[CH:3]=[C:4]([S:10]([CH2:13][CH2:14][OH:15])(=[O:12])=[O:11])[CH:5]=[CH:6][C:7]=1[O:8][CH3:9].[O:16]1[CH:21]=[CH:20][CH2:19][CH2:18][CH2:17]1.C1(C)C=CC(S([O-])(=O)=O)=CC=1.[NH+]1C=CC=CC=1.CC(=O)OCC, predict the reaction product. The product is: [Br:1][C:2]1[CH:3]=[C:4]([S:10]([CH2:13][CH2:14][O:15][CH:17]2[CH2:18][CH2:19][CH2:20][CH2:21][O:16]2)(=[O:11])=[O:12])[CH:5]=[CH:6][C:7]=1[O:8][CH3:9].